The task is: Regression. Given two drug SMILES strings and cell line genomic features, predict the synergy score measuring deviation from expected non-interaction effect.. This data is from NCI-60 drug combinations with 297,098 pairs across 59 cell lines. (1) Drug 1: CS(=O)(=O)C1=CC(=C(C=C1)C(=O)NC2=CC(=C(C=C2)Cl)C3=CC=CC=N3)Cl. Drug 2: CC1=C(C=C(C=C1)NC2=NC=CC(=N2)N(C)C3=CC4=NN(C(=C4C=C3)C)C)S(=O)(=O)N.Cl. Cell line: EKVX. Synergy scores: CSS=12.4, Synergy_ZIP=3.32, Synergy_Bliss=8.16, Synergy_Loewe=5.35, Synergy_HSA=7.10. (2) Cell line: HCT-15. Synergy scores: CSS=19.7, Synergy_ZIP=-8.95, Synergy_Bliss=-5.77, Synergy_Loewe=-8.53, Synergy_HSA=-7.54. Drug 2: C1=CN(C=N1)CC(O)(P(=O)(O)O)P(=O)(O)O. Drug 1: CC(CN1CC(=O)NC(=O)C1)N2CC(=O)NC(=O)C2. (3) Drug 1: C1=NC2=C(N=C(N=C2N1C3C(C(C(O3)CO)O)O)F)N. Drug 2: N.N.Cl[Pt+2]Cl. Cell line: SK-MEL-28. Synergy scores: CSS=30.2, Synergy_ZIP=-6.55, Synergy_Bliss=-6.71, Synergy_Loewe=-4.89, Synergy_HSA=-1.00. (4) Drug 1: C1CCN(CC1)CCOC2=CC=C(C=C2)C(=O)C3=C(SC4=C3C=CC(=C4)O)C5=CC=C(C=C5)O. Drug 2: C1=NC2=C(N1)C(=S)N=C(N2)N. Cell line: NCI-H322M. Synergy scores: CSS=32.5, Synergy_ZIP=-8.49, Synergy_Bliss=-0.382, Synergy_Loewe=-1.37, Synergy_HSA=-0.426. (5) Drug 1: C1=NC(=NC(=O)N1C2C(C(C(O2)CO)O)O)N. Drug 2: CC(C)NC(=O)C1=CC=C(C=C1)CNNC.Cl. Cell line: SF-295. Synergy scores: CSS=13.8, Synergy_ZIP=-0.818, Synergy_Bliss=1.80, Synergy_Loewe=-11.1, Synergy_HSA=0.573. (6) Drug 1: C1C(C(OC1N2C=NC3=C(N=C(N=C32)Cl)N)CO)O. Drug 2: CC1=C2C(C(=O)C3(C(CC4C(C3C(C(C2(C)C)(CC1OC(=O)C(C(C5=CC=CC=C5)NC(=O)C6=CC=CC=C6)O)O)OC(=O)C7=CC=CC=C7)(CO4)OC(=O)C)O)C)OC(=O)C. Cell line: COLO 205. Synergy scores: CSS=37.4, Synergy_ZIP=-0.463, Synergy_Bliss=-1.37, Synergy_Loewe=-11.9, Synergy_HSA=-0.709.